Dataset: Human liver microsome stability data. Task: Regression/Classification. Given a drug SMILES string, predict its absorption, distribution, metabolism, or excretion properties. Task type varies by dataset: regression for continuous measurements (e.g., permeability, clearance, half-life) or binary classification for categorical outcomes (e.g., BBB penetration, CYP inhibition). Dataset: hlm. (1) The drug is ON=C(NC1CCCC1)c1ccccc1-c1ccccc1. The result is 0 (unstable in human liver microsomes). (2) The compound is COc1ccc2[nH]c(SCc3ccc(I)cc3)nc2c1. The result is 0 (unstable in human liver microsomes). (3) The compound is COc1cc2c(N3CCN(C(=O)Nc4ccc(C#N)cc4)CC3)ncnc2cc1OCCN1CCCCC1. The result is 0 (unstable in human liver microsomes). (4) The compound is ON=C(Nc1ccccc1)c1ccccc1-c1ccccc1. The result is 0 (unstable in human liver microsomes). (5) The compound is COc1cccc(OC)c1-c1cc(C(=O)N[C@@H](CCC2CCCCC2)CC(=O)O)nn1-c1ccc(F)cc1. The result is 0 (unstable in human liver microsomes). (6) The molecule is CN1C[C@H]2N(C(=O)[C@H]3CC[C@H](C(=O)O)CC3)CC[C@@]2(S(=O)(=O)c2ccc(F)cc2)c2ccc(C(F)(C(F)(F)F)C(F)(F)F)cc21. The result is 0 (unstable in human liver microsomes). (7) The compound is O=C(Nc1ccc(F)c(-c2nc3ncccc3o2)c1)c1cnco1. The result is 0 (unstable in human liver microsomes).